From a dataset of Reaction yield outcomes from USPTO patents with 853,638 reactions. Predict the reaction yield, written as a fraction of the theoretical maximum amount of product (1.0 means a 100% yield; for example, 0.34 means a 34% yield). (1) The reactants are [O:1]1[CH2:6][CH2:5][N:4]([C:7]2[CH:8]=[C:9]([OH:13])[CH:10]=[CH:11][CH:12]=2)[CH2:3][CH2:2]1.C[Si]([N-][Si](C)(C)C)(C)C.[Na+].F[C:25]1[C:26]([N+:31]([O-:33])=[O:32])=[N:27][CH:28]=[CH:29][CH:30]=1. The catalyst is C1COCC1. The product is [N+:31]([C:26]1[C:25]([O:13][C:9]2[CH:8]=[C:7]([N:4]3[CH2:3][CH2:2][O:1][CH2:6][CH2:5]3)[CH:12]=[CH:11][CH:10]=2)=[CH:30][CH:29]=[CH:28][N:27]=1)([O-:33])=[O:32]. The yield is 0.720. (2) The reactants are [CH3:1][O:2][C:3]1[CH:4]=[C:5]([CH:8]=[C:9]([C:12]([OH:14])=[O:13])[C:10]=1[OH:11])[CH:6]=[O:7].S(=O)(=O)(O)O.[CH2:20]1N2CN3CN(C2)CN1C3.FC(F)(F)C(O)=O. The catalyst is O.CO. The product is [CH3:1][O:2][C:3]1[CH:4]=[C:5]([CH:8]=[C:9]([C:12]([O:14][CH3:20])=[O:13])[C:10]=1[OH:11])[CH:6]=[O:7]. The yield is 0.933. (3) The reactants are [CH2:1]([O:8][C:9]([NH:11][C@H:12]([C:34]([OH:36])=O)[CH2:13][O:14][CH2:15][CH2:16][N:17](C(OC(C)(C)C)=O)[CH2:18][C:19]1[CH:24]=[CH:23][C:22]([O:25][CH3:26])=[CH:21][CH:20]=1)=[O:10])[C:2]1[CH:7]=[CH:6][CH:5]=[CH:4][CH:3]=1.CN(C)CCCN=C=NCC.ON1C2C=CC=CC=2N=N1.C(N(CC)CC)C. The catalyst is ClCCl. The product is [CH3:26][O:25][C:22]1[CH:21]=[CH:20][C:19]([CH2:18][N:17]2[C:34](=[O:36])[C@@H:12]([NH:11][C:9](=[O:10])[O:8][CH2:1][C:2]3[CH:3]=[CH:4][CH:5]=[CH:6][CH:7]=3)[CH2:13][O:14][CH2:15][CH2:16]2)=[CH:24][CH:23]=1. The yield is 1.70. (4) The reactants are [CH2:1]([N:5]1[CH:10]=[CH:9][C:8]([N:11]2[CH2:16][CH2:15][CH:14]([C:17]3[CH:22]=[CH:21][CH:20]=[CH:19][CH:18]=3)[CH2:13][CH2:12]2)=[CH:7][C:6]1=[O:23])[CH2:2][CH2:3][CH3:4].[Cl:24]N1C(=O)CCC1=O. The catalyst is C(Cl)Cl. The product is [CH2:1]([N:5]1[CH:10]=[CH:9][C:8]([N:11]2[CH2:12][CH2:13][CH:14]([C:17]3[CH:18]=[CH:19][CH:20]=[CH:21][CH:22]=3)[CH2:15][CH2:16]2)=[C:7]([Cl:24])[C:6]1=[O:23])[CH2:2][CH2:3][CH3:4]. The yield is 0.820. (5) The reactants are [Cl:1][C:2](Cl)([O:4]C(=O)OC(Cl)(Cl)Cl)Cl.[CH3:13][CH2:14][CH2:15][CH:16]([OH:20])[CH2:17][CH2:18][CH3:19]. No catalyst specified. The product is [Cl:1][C:2]([O:20][CH:16]([CH2:17][CH2:18][CH3:19])[CH2:15][CH2:14][CH3:13])=[O:4]. The yield is 0.770. (6) The reactants are [CH:1]1([C:6](=O)[CH2:7][N+:8]([O-:10])=[O:9])[CH2:5][CH2:4][CH2:3][CH2:2]1.S(O)(O)(=O)=O.[NH2:17][OH:18]. The catalyst is C1(C)C=CC=CC=1.C(O)C. The product is [CH:1]1([C:6](=[N:17][OH:18])[CH2:7][N+:8]([O-:10])=[O:9])[CH2:5][CH2:4][CH2:3][CH2:2]1. The yield is 0.740. (7) The reactants are [CH2:1]([C@:8]([OH:25])([CH2:22][CH2:23][OH:24])[C:9]([NH:11][C@H:12]1[C:20]2[C:15](=[CH:16][CH:17]=[CH:18][CH:19]=2)[CH2:14][C@H:13]1[OH:21])=[O:10])[C:2]1[CH:7]=[CH:6][CH:5]=[CH:4][CH:3]=1.N1C=CN=C1.[Si:31](Cl)([C:44]([CH3:47])([CH3:46])[CH3:45])([C:38]1[CH:43]=[CH:42][CH:41]=[CH:40][CH:39]=1)[C:32]1[CH:37]=[CH:36][CH:35]=[CH:34][CH:33]=1. The catalyst is ClCCl. The product is [CH2:1]([C@:8]([OH:25])([CH2:22][CH2:23][O:24][Si:31]([C:44]([CH3:47])([CH3:46])[CH3:45])([C:38]1[CH:39]=[CH:40][CH:41]=[CH:42][CH:43]=1)[C:32]1[CH:37]=[CH:36][CH:35]=[CH:34][CH:33]=1)[C:9]([NH:11][C@H:12]1[C:20]2[C:15](=[CH:16][CH:17]=[CH:18][CH:19]=2)[CH2:14][C@H:13]1[OH:21])=[O:10])[C:2]1[CH:7]=[CH:6][CH:5]=[CH:4][CH:3]=1. The yield is 0.800.